From a dataset of NCI-60 drug combinations with 297,098 pairs across 59 cell lines. Regression. Given two drug SMILES strings and cell line genomic features, predict the synergy score measuring deviation from expected non-interaction effect. (1) Drug 1: CC12CCC3C(C1CCC2=O)CC(=C)C4=CC(=O)C=CC34C. Drug 2: CC1=C(C=C(C=C1)C(=O)NC2=CC(=CC(=C2)C(F)(F)F)N3C=C(N=C3)C)NC4=NC=CC(=N4)C5=CN=CC=C5. Cell line: UACC62. Synergy scores: CSS=35.2, Synergy_ZIP=1.75, Synergy_Bliss=1.59, Synergy_Loewe=2.05, Synergy_HSA=2.11. (2) Drug 1: CC1=C(C=C(C=C1)C(=O)NC2=CC(=CC(=C2)C(F)(F)F)N3C=C(N=C3)C)NC4=NC=CC(=N4)C5=CN=CC=C5. Drug 2: C1C(C(OC1N2C=NC(=NC2=O)N)CO)O. Cell line: EKVX. Synergy scores: CSS=2.90, Synergy_ZIP=0.000928, Synergy_Bliss=3.84, Synergy_Loewe=1.21, Synergy_HSA=0.159.